From a dataset of Forward reaction prediction with 1.9M reactions from USPTO patents (1976-2016). Predict the product of the given reaction. (1) Given the reactants CC[N+](S(N=C(OC)[O-])(=O)=O)(CC)CC.[CH3:16][O:17][C:18]1[CH:30]=[CH:29][C:21]([C:22]([NH:24][CH2:25][C:26](=[O:28])[CH3:27])=O)=[CH:20][CH:19]=1, predict the reaction product. The product is: [CH3:16][O:17][C:18]1[CH:30]=[CH:29][C:21]([C:22]2[O:28][C:26]([CH3:27])=[CH:25][N:24]=2)=[CH:20][CH:19]=1. (2) Given the reactants [C:1]1(P(C2C=CC=CC=2)C2C=CC=CC=2)C=CC=CC=1.N(C(OC(C)C)=O)=NC(OC(C)C)=O.[CH3:34][C:35]1[C:39]2[CH:40]=[C:41]([OH:44])[CH:42]=[CH:43][C:38]=2[O:37][C:36]=1[C:45]([O:47][CH2:48][CH3:49])=[O:46].[C:50]([N:57]1[CH2:62][CH2:61][O:60][CH2:59][CH:58]1C(O)=O)([O:52][C:53]([CH3:56])([CH3:55])[CH3:54])=[O:51], predict the reaction product. The product is: [CH3:34][C:35]1[C:39]2[CH:40]=[C:41]([O:44][CH2:1][CH:59]3[O:60][CH2:61][CH2:62][N:57]([C:50]([O:52][C:53]([CH3:54])([CH3:55])[CH3:56])=[O:51])[CH2:58]3)[CH:42]=[CH:43][C:38]=2[O:37][C:36]=1[C:45]([O:47][CH2:48][CH3:49])=[O:46]. (3) Given the reactants [NH2:1][S:2]([C:5]1[CH:6]=[C:7]2[C:11](=[CH:12][CH:13]=1)[NH:10][C:9](=[O:14])[CH2:8]2)(=[O:4])=[O:3].[NH:15]1[C:23]2[C:18](=[CH:19][CH:20]=[CH:21][CH:22]=2)[C:17]([CH:24]=O)=[CH:16]1, predict the reaction product. The product is: [NH:15]1[C:23]2[C:18](=[CH:19][CH:20]=[CH:21][CH:22]=2)[C:17]([CH:24]=[C:8]2[C:7]3[C:11](=[CH:12][CH:13]=[C:5]([S:2]([NH2:1])(=[O:4])=[O:3])[CH:6]=3)[NH:10][C:9]2=[O:14])=[CH:16]1.